Dataset: Peptide-MHC class I binding affinity with 185,985 pairs from IEDB/IMGT. Task: Regression. Given a peptide amino acid sequence and an MHC pseudo amino acid sequence, predict their binding affinity value. This is MHC class I binding data. (1) The peptide sequence is IPQSLDSYWTSL. The MHC is HLA-B54:01 with pseudo-sequence HLA-B54:01. The binding affinity (normalized) is 0. (2) The peptide sequence is RVILAGPIPV. The MHC is HLA-A02:03 with pseudo-sequence HLA-A02:03. The binding affinity (normalized) is 0.803. (3) The peptide sequence is ESENISEPY. The MHC is HLA-B46:01 with pseudo-sequence HLA-B46:01. The binding affinity (normalized) is 0.0847. (4) The peptide sequence is HPVHAGPVA. The MHC is HLA-B35:01 with pseudo-sequence HLA-B35:01. The binding affinity (normalized) is 0.714. (5) The peptide sequence is GLCTLVAML. The MHC is HLA-A24:02 with pseudo-sequence HLA-A24:02. The binding affinity (normalized) is 0. (6) The binding affinity (normalized) is 0. The MHC is HLA-A24:02 with pseudo-sequence HLA-A24:02. The peptide sequence is VFSDGRVAC.